Dataset: Catalyst prediction with 721,799 reactions and 888 catalyst types from USPTO. Task: Predict which catalyst facilitates the given reaction. (1) Reactant: [N:1]1([C:7]2[C:8]3[CH:25]=[CH:24][N:23]([CH2:26][C:27]([F:30])([F:29])[F:28])[C:9]=3[N:10]=[C:11]([C:13]3[CH:22]=[CH:21][C:16]4[NH:17][C:18]([NH2:20])=[N:19][C:15]=4[CH:14]=3)[N:12]=2)[CH2:6][CH2:5][O:4][CH2:3][CH2:2]1.CCN(CC)CC.[C:38](O)(=[O:45])[C:39]1[CH:44]=[CH:43][N:42]=[CH:41][CH:40]=1. Product: [N:1]1([C:7]2[C:8]3[CH:25]=[CH:24][N:23]([CH2:26][C:27]([F:29])([F:30])[F:28])[C:9]=3[N:10]=[C:11]([C:13]3[CH:22]=[CH:21][C:16]4[NH:17][C:18]([NH:20][C:38](=[O:45])[C:39]5[CH:44]=[CH:43][N:42]=[CH:41][CH:40]=5)=[N:19][C:15]=4[CH:14]=3)[N:12]=2)[CH2:6][CH2:5][O:4][CH2:3][CH2:2]1. The catalyst class is: 3. (2) Reactant: [Br:1][C:2]([C:12]1[CH:17]=[CH:16][CH:15]=[CH:14][CH:13]=1)=[C:3]([NH:9][CH:10]=O)[C:4]([O:6][CH2:7][CH3:8])=[O:5].C(N(CC)CC)C.P(Cl)(Cl)(Cl)=O.C(=O)([O-])O.[Na+]. Product: [Br:1][C:2]([C:12]1[CH:13]=[CH:14][CH:15]=[CH:16][CH:17]=1)=[C:3]([N+:9]#[C-:10])[C:4]([O:6][CH2:7][CH3:8])=[O:5]. The catalyst class is: 4.